From a dataset of Reaction yield outcomes from USPTO patents with 853,638 reactions. Predict the reaction yield, written as a fraction of the theoretical maximum amount of product (1.0 means a 100% yield; for example, 0.34 means a 34% yield). (1) The reactants are Cl.[CH3:2][N:3]([CH3:8])[CH2:4][C:5](Cl)=[O:6].[NH2:9][C:10]1[CH:15]=[C:14]([O:16][C:17]2[CH:18]=[CH:19][C:20]([NH:23][C:24]([NH:26][C:27](=[O:32])[C:28]([CH3:31])([CH3:30])[CH3:29])=[O:25])=[N:21][CH:22]=2)[CH:13]=[CH:12][N:11]=1.CCN(C(C)C)C(C)C.C([O-])([O-])=O.[K+].[K+]. The catalyst is C1COCC1.C(Cl)Cl. The product is [CH3:2][N:3]([CH3:8])[CH2:4][C:5]([NH:9][C:10]1[CH:15]=[C:14]([O:16][C:17]2[CH:18]=[CH:19][C:20]([NH:23][C:24]([NH:26][C:27](=[O:32])[C:28]([CH3:30])([CH3:29])[CH3:31])=[O:25])=[N:21][CH:22]=2)[CH:13]=[CH:12][N:11]=1)=[O:6]. The yield is 0.460. (2) The reactants are [C@H:1]1([NH:10][C:11]2[C:12]3[CH:19]=[CH:18][N:17]([C@H:20]4[CH2:24][C@H:23]([OH:25])[C@H:22]([CH2:26][OH:27])[CH2:21]4)[C:13]=3[N:14]=[CH:15][N:16]=2)[C:9]2[C:4](=[CH:5][CH:6]=[CH:7][CH:8]=2)[CH2:3][CH2:2]1.C(C1C=C(C)C=C(C(C)(C)C)N=1)(C)(C)C.[C:43]([O:47][C:48](=[O:54])[NH:49][S:50](Cl)(=[O:52])=[O:51])([CH3:46])([CH3:45])[CH3:44]. The catalyst is C(C#N)(C)=O. The product is [C@H:1]1([NH:10][C:11]2[C:12]3[CH:19]=[CH:18][N:17]([C@@H:20]4[CH2:21][C@@H:22]([CH2:26][O:27][S:50]([NH:49][C:48](=[O:54])[O:47][C:43]([CH3:45])([CH3:44])[CH3:46])(=[O:51])=[O:52])[C@@H:23]([OH:25])[CH2:24]4)[C:13]=3[N:14]=[CH:15][N:16]=2)[C:9]2[C:4](=[CH:5][CH:6]=[CH:7][CH:8]=2)[CH2:3][CH2:2]1. The yield is 0.370. (3) The reactants are [Cl:1][C:2]1[N:3]=[C:4](Cl)[C:5]2[CH2:10][CH2:9][CH:8]([C:11]3[CH:16]=[CH:15][C:14]([O:17][C:18]([F:21])([F:20])[F:19])=[CH:13][CH:12]=3)[C:6]=2[N:7]=1.[CH2:23]([NH2:25])[CH3:24]. The catalyst is CO. The product is [Cl:1][C:2]1[N:3]=[C:4]([NH:25][CH2:23][CH3:24])[C:5]2[CH2:10][CH2:9][CH:8]([C:11]3[CH:16]=[CH:15][C:14]([O:17][C:18]([F:21])([F:20])[F:19])=[CH:13][CH:12]=3)[C:6]=2[N:7]=1. The yield is 0.930. (4) The catalyst is C(Cl)(Cl)Cl. The product is [CH:2]1([CH2:5][CH2:6][N:7]2[C:34](=[O:35])[CH2:33][C:32](=[O:37])[N:17]([C:20]3[CH:25]=[CH:24][C:23]([C:26]4[N:27]=[C:28]([CH3:31])[S:29][CH:30]=4)=[CH:22][CH:21]=3)[C:18]2=[O:19])[CH2:4][CH2:3]1. The reactants are Cl.[CH:2]1([CH2:5][CH2:6][NH2:7])[CH2:4][CH2:3]1.C(N(C(C)C)CC)(C)C.[N:17]([C:20]1[CH:25]=[CH:24][C:23]([C:26]2[N:27]=[C:28]([CH3:31])[S:29][CH:30]=2)=[CH:22][CH:21]=1)=[C:18]=[O:19].[C:32](Cl)(=[O:37])[CH2:33][C:34](Cl)=[O:35]. The yield is 0.330. (5) The reactants are [Cl:1][C:2]1[C:7]2[C:8](=[O:11])[NH:9][CH2:10][C:6]=2[C:5]([F:12])=[C:4]([Cl:13])[N:3]=1.CCN(CC)CC.[C:21](O[C:21]([O:23][C:24]([CH3:27])([CH3:26])[CH3:25])=[O:22])([O:23][C:24]([CH3:27])([CH3:26])[CH3:25])=[O:22]. The catalyst is CN(C1C=CN=CC=1)C.C(Cl)Cl. The product is [Cl:1][C:2]1[C:7]2[C:8](=[O:11])[N:9]([C:21]([O:23][C:24]([CH3:27])([CH3:26])[CH3:25])=[O:22])[CH2:10][C:6]=2[C:5]([F:12])=[C:4]([Cl:13])[N:3]=1. The yield is 0.810. (6) The catalyst is CC1CCCO1. The yield is 0.990. The product is [O:1]1[CH2:6][CH2:5][CH:4]([CH2:7][O:8][S:17]([C:14]2[CH:15]=[CH:16][C:11]([CH3:21])=[CH:12][CH:13]=2)(=[O:19])=[O:18])[CH2:3][CH2:2]1. The reactants are [O:1]1[CH2:6][CH2:5][CH:4]([CH2:7][OH:8])[CH2:3][CH2:2]1.[OH-].[Na+].[C:11]1([CH3:21])[CH:16]=[CH:15][C:14]([S:17](Cl)(=[O:19])=[O:18])=[CH:13][CH:12]=1.Cl.CC1CCCCC1.